From a dataset of HIV replication inhibition screening data with 41,000+ compounds from the AIDS Antiviral Screen. Binary Classification. Given a drug SMILES string, predict its activity (active/inactive) in a high-throughput screening assay against a specified biological target. (1) The drug is Clc1ccccc1C(SCc1ccccc1)SCc1ccccc1. The result is 0 (inactive). (2) The molecule is NC1=NC(N)=N1. The result is 0 (inactive). (3) The compound is Cc1ccc(Nc2nc(N)nc(N)c2N=O)cc1C. The result is 0 (inactive). (4) The molecule is CCOC(=O)n1c(=O)nc2c3c(ncn21)Oc1c(c(-c2ccccc2)nn1-c1ccccc1)C3c1ccc(Cl)cc1. The result is 0 (inactive). (5) The molecule is O=C(O)c1ccc(CS(=O)c2ccc([N+](=O)[O-])cc2)c([N+](=O)[O-])c1. The result is 0 (inactive). (6) The compound is Cc1ccc2c3c(c(=O)oc2c1)C(C)CC(C)(CO)O3. The result is 0 (inactive). (7) The molecule is S=P1(c2ccccc2)Nc2ccc(Cl)cc2N1. The result is 0 (inactive). (8) The molecule is O=c1ccc2ccc(S)cc2o1. The result is 0 (inactive).